This data is from Full USPTO retrosynthesis dataset with 1.9M reactions from patents (1976-2016). The task is: Predict the reactants needed to synthesize the given product. (1) Given the product [Br:8][C:5]1[CH:6]=[CH:7][C:2]([C:15]([OH:16])([CH3:17])[CH3:14])=[N:3][CH:4]=1, predict the reactants needed to synthesize it. The reactants are: Br[C:2]1[CH:7]=[CH:6][C:5]([Br:8])=[CH:4][N:3]=1.C([Li])CCC.[CH3:14][C:15]([CH3:17])=[O:16].[Cl-].[NH4+]. (2) Given the product [F:1][C:2]([F:41])([F:40])[C:3]1[CH:4]=[C:5]([C@H:13]2[O:17][C:16](=[O:18])[N:15]([CH2:19][C:20]3[CH:25]=[C:24]([C:43]([CH3:48])=[CH2:44])[CH:23]=[CH:22][C:21]=3[C:27]3[CH:32]=[C:31]([CH:33]([CH3:35])[CH3:34])[C:30]([F:36])=[CH:29][C:28]=3[O:37][CH3:38])[C@H:14]2[CH3:39])[CH:6]=[C:7]([C:9]([F:12])([F:11])[F:10])[CH:8]=1, predict the reactants needed to synthesize it. The reactants are: [F:1][C:2]([F:41])([F:40])[C:3]1[CH:4]=[C:5]([C@H:13]2[O:17][C:16](=[O:18])[N:15]([CH2:19][C:20]3[CH:25]=[C:24](Br)[CH:23]=[CH:22][C:21]=3[C:27]3[CH:32]=[C:31]([CH:33]([CH3:35])[CH3:34])[C:30]([F:36])=[CH:29][C:28]=3[O:37][CH3:38])[C@H:14]2[CH3:39])[CH:6]=[C:7]([C:9]([F:12])([F:11])[F:10])[CH:8]=1.Cl[C:43]1[CH:48]=CC(C(C)C)=C[C:44]=1B(O)O.[OH-].[K+]. (3) Given the product [CH3:13][O:14][C:15](=[O:24])[C:16]1[CH:21]=[CH:20][C:19]([CH2:22][NH:23][C:4]2[N:3]=[C:2]([Cl:1])[N:10]=[C:9]3[C:5]=2[N:6]=[CH:7][NH:8]3)=[CH:18][CH:17]=1, predict the reactants needed to synthesize it. The reactants are: [Cl:1][C:2]1[N:10]=[C:9]2[C:5]([N:6]=[CH:7][NH:8]2)=[C:4](Cl)[N:3]=1.Cl.[CH3:13][O:14][C:15](=[O:24])[C:16]1[CH:21]=[CH:20][C:19]([CH2:22][NH2:23])=[CH:18][CH:17]=1.C([O-])(O)=O.[Na+]. (4) Given the product [N:39]1[O:38][N:37]=[C:36]2[CH:40]=[C:32]([CH2:31][O:1][C:2]3[CH:3]=[C:4]([C:8]4[C:17]5[C:12](=[C:13]([C:18]([F:21])([F:19])[F:20])[CH:14]=[CH:15][CH:16]=5)[N:11]=[CH:10][C:9]=4[C:22]([C:24]4[CH:25]=[CH:26][CH:27]=[CH:28][CH:29]=4)=[O:23])[CH:5]=[CH:6][CH:7]=3)[CH:33]=[CH:34][C:35]=12, predict the reactants needed to synthesize it. The reactants are: [OH:1][C:2]1[CH:3]=[C:4]([C:8]2[C:17]3[C:12](=[C:13]([C:18]([F:21])([F:20])[F:19])[CH:14]=[CH:15][CH:16]=3)[N:11]=[CH:10][C:9]=2[C:22]([C:24]2[CH:29]=[CH:28][CH:27]=[CH:26][CH:25]=2)=[O:23])[CH:5]=[CH:6][CH:7]=1.Br[CH2:31][C:32]1[CH:33]=[CH:34][C:35]2[C:36]([CH:40]=1)=[N:37][O:38][N:39]=2. (5) Given the product [CH2:27]([N:30]1[CH2:35][CH2:34][O:33][CH2:32][CH2:31]1)[C:28]#[CH:29].[N:30]1([CH2:27][C:28]#[C:3][C:5]2[NH:6][C:7]3[CH:8]=[C:9]([NH:19][C:20]([C@@H:38]4[CH2:39][C@H:37]4[C:45]4[CH:44]=[CH:56][CH:55]=[CH:54][CH:53]=4)=[O:22])[CH:10]=[C:11]4[C:17](=[O:18])[NH:16][N:15]=[CH:14][C:13]=2[C:12]=34)[CH2:35][CH2:34][O:33][CH2:32][CH2:31]1, predict the reactants needed to synthesize it. The reactants are: CO[C:3]([C:5]1[NH:6][C:7]2[CH:8]=[C:9]([NH:19][C:20]([O:22]C(C)(C)C)=O)[CH:10]=[C:11]3[C:17](=[O:18])[NH:16][N:15]=[CH:14][C:13]=1[C:12]=23)=O.[CH2:27]([N:30]1[CH2:35][CH2:34][O:33][CH2:32][CH2:31]1)[C:28]#[CH:29].Br[CH2:37][C:38]#[CH:39].N1[CH2:45][CH2:44]OCC1.C([O-])([O-])=O.[K+].[K+].O1[CH2:56][CH2:55][CH2:54][CH2:53]1. (6) Given the product [N+:1]([C:4]1[C:5]([F:12])=[CH:6][C:7]([O:11][CH3:13])=[CH:8][C:9]=1[F:10])([O-:3])=[O:2], predict the reactants needed to synthesize it. The reactants are: [N+:1]([C:4]1[C:9]([F:10])=[CH:8][C:7]([OH:11])=[CH:6][C:5]=1[F:12])([O-:3])=[O:2].[C:13](=O)([O-])[O-].[K+].[K+].IC.CN(C)C=O.